Dataset: Peptide-MHC class II binding affinity with 134,281 pairs from IEDB. Task: Regression. Given a peptide amino acid sequence and an MHC pseudo amino acid sequence, predict their binding affinity value. This is MHC class II binding data. (1) The peptide sequence is RESLESLWAPFGVLR. The MHC is DRB1_0401 with pseudo-sequence DRB1_0401. The binding affinity (normalized) is 0.772. (2) The peptide sequence is NYPIVQNLQGQMVHQAISPR. The MHC is DRB1_0405 with pseudo-sequence DRB1_0405. The binding affinity (normalized) is 0.440.